This data is from Peptide-MHC class I binding affinity with 185,985 pairs from IEDB/IMGT. The task is: Regression. Given a peptide amino acid sequence and an MHC pseudo amino acid sequence, predict their binding affinity value. This is MHC class I binding data. (1) The peptide sequence is DRFFKTLRA. The MHC is HLA-B27:05 with pseudo-sequence HLA-B27:05. The binding affinity (normalized) is 0.207. (2) The peptide sequence is IMYDIINSV. The MHC is HLA-A68:01 with pseudo-sequence HLA-A68:01. The binding affinity (normalized) is 0. (3) The peptide sequence is QLEVRSTEV. The MHC is HLA-A03:01 with pseudo-sequence HLA-A03:01. The binding affinity (normalized) is 0.0847. (4) The peptide sequence is WCSQTSYQYL. The MHC is HLA-A26:01 with pseudo-sequence HLA-A26:01. The binding affinity (normalized) is 0. (5) The binding affinity (normalized) is 0.0847. The MHC is HLA-A01:01 with pseudo-sequence HLA-A01:01. The peptide sequence is RLKTATYTF. (6) The peptide sequence is NILVAGNLI. The MHC is HLA-A24:03 with pseudo-sequence HLA-A24:03. The binding affinity (normalized) is 0.0847. (7) The peptide sequence is AYISNEATTPV. The MHC is Patr-A0901 with pseudo-sequence Patr-A0901. The binding affinity (normalized) is 0.830.